Dataset: Forward reaction prediction with 1.9M reactions from USPTO patents (1976-2016). Task: Predict the product of the given reaction. Given the reactants [F:1][CH:2]([F:35])[CH2:3][O:4][C:5]1[C:13]2[CH2:12][N:11]([C:14]3[CH:19]=[CH:18][C:17]([CH2:20][C:21]([O:23]CC)=[O:22])=[CH:16][C:15]=3[F:26])[C:10](=[O:27])[C:9]=2[C:8]([O:28][CH2:29][CH3:30])=[C:7]2[CH:31]=[CH:32][CH:33]=[CH:34][C:6]=12.[OH-].[Na+], predict the reaction product. The product is: [F:35][CH:2]([F:1])[CH2:3][O:4][C:5]1[C:13]2[CH2:12][N:11]([C:14]3[CH:19]=[CH:18][C:17]([CH2:20][C:21]([OH:23])=[O:22])=[CH:16][C:15]=3[F:26])[C:10](=[O:27])[C:9]=2[C:8]([O:28][CH2:29][CH3:30])=[C:7]2[CH:31]=[CH:32][CH:33]=[CH:34][C:6]=12.